Dataset: Reaction yield outcomes from USPTO patents with 853,638 reactions. Task: Predict the reaction yield, written as a fraction of the theoretical maximum amount of product (1.0 means a 100% yield; for example, 0.34 means a 34% yield). (1) The reactants are [C:1]1([C:7]2[C:8]([C:16]3[CH:21]=[CH:20][CH:19]=[CH:18][CH:17]=3)=[C:9]([CH2:14]O)[CH:10]=[CH:11][C:12]=2[CH3:13])[CH:6]=[CH:5][CH:4]=[CH:3][CH:2]=1.S(Cl)(Cl)=O.[NH:26]1[CH2:31][CH2:30][CH2:29][CH2:28][CH2:27]1. The catalyst is C(Cl)(Cl)Cl.C(#N)C. The product is [C:1]1([C:7]2[C:8]([C:16]3[CH:21]=[CH:20][CH:19]=[CH:18][CH:17]=3)=[C:9]([CH2:14][N:26]3[CH2:31][CH2:30][CH2:29][CH2:28][CH2:27]3)[CH:10]=[CH:11][C:12]=2[CH3:13])[CH:6]=[CH:5][CH:4]=[CH:3][CH:2]=1. The yield is 0.850. (2) The reactants are O[CH:2]=[C:3]1[C:11]2[C:6](=[CH:7][C:8]([C:12]([C:14]3[CH:15]=[C:16]([NH:20][C:21]([C:23]4[N:24]([CH3:29])[N:25]=[C:26]([CH3:28])[CH:27]=4)=[O:22])[CH:17]=[CH:18][CH:19]=3)=[O:13])=[CH:9][CH:10]=2)[NH:5][C:4]1=[O:30].[CH3:31][N:32]([CH3:42])[CH2:33][CH2:34][C:35]1[CH:40]=[CH:39][C:38]([NH2:41])=[CH:37][CH:36]=1. The catalyst is C1COCC1. The product is [CH3:42][N:32]([CH3:31])[CH2:33][CH2:34][C:35]1[CH:40]=[CH:39][C:38]([NH:41][CH:2]=[C:3]2[C:11]3[C:6](=[CH:7][C:8]([C:12]([C:14]4[CH:15]=[C:16]([NH:20][C:21]([C:23]5[N:24]([CH3:29])[N:25]=[C:26]([CH3:28])[CH:27]=5)=[O:22])[CH:17]=[CH:18][CH:19]=4)=[O:13])=[CH:9][CH:10]=3)[NH:5][C:4]2=[O:30])=[CH:37][CH:36]=1. The yield is 0.120. (3) The reactants are [OH:1][C@@H:2]1[CH2:9][N:8]([C:10](=[O:22])[CH2:11][CH2:12][CH2:13][N:14]2[CH2:19][CH2:18][NH:17][C@@H:16]([CH3:20])[C:15]2=[O:21])[CH2:7][CH2:6][C:3]21[CH2:5][CH2:4]2.[Cl:23][C:24]1[CH:25]=[C:26]([N:30]=[C:31]=[O:32])[CH:27]=[CH:28][CH:29]=1. No catalyst specified. The product is [Cl:23][C:24]1[CH:25]=[C:26]([NH:30][C:31]([N:17]2[CH2:18][CH2:19][N:14]([CH2:13][CH2:12][CH2:11][C:10]([N:8]3[CH2:7][CH2:6][C:3]4([CH2:5][CH2:4]4)[C@H:2]([OH:1])[CH2:9]3)=[O:22])[C:15](=[O:21])[C@@H:16]2[CH3:20])=[O:32])[CH:27]=[CH:28][CH:29]=1. The yield is 0.170. (4) The reactants are [Si]([O:8][C@@H:9]1[C@@:26]2([CH3:27])[C:13](=[CH:14][CH:15]=[C:16]3[C@@H:25]2[CH2:24][CH2:23][C@@:21]2([CH3:22])[C@H:17]3[CH2:18][CH2:19][C@@H:20]2[CH2:28][S:29][CH2:30][CH2:31][C:32]([OH:35])([CH3:34])[CH3:33])[CH2:12][C@@H:11]([O:36][Si](C(C)(C)C)(C)C)[CH2:10]1)(C(C)(C)C)(C)C.O1CCCC1.[F-].C([N+](CCCC)(CCCC)CCCC)CCC. The yield is 0.840. The product is [OH:8][C@@H:9]1[C@@:26]2([CH3:27])[C:13](=[CH:14][CH:15]=[C:16]3[C@@H:25]2[CH2:24][CH2:23][C@@:21]2([CH3:22])[C@H:17]3[CH2:18][CH2:19][C@@H:20]2[CH2:28][S:29][CH2:30][CH2:31][C:32]([OH:35])([CH3:34])[CH3:33])[CH2:12][C@@H:11]([OH:36])[CH2:10]1. The catalyst is O1CCCC1.C(OCC)(=O)C.